The task is: Predict which catalyst facilitates the given reaction.. This data is from Catalyst prediction with 721,799 reactions and 888 catalyst types from USPTO. (1) Reactant: [CH3:1][C:2]1[CH:7]=[CH:6][C:5]([S:8]([CH2:11][CH:12]([CH2:15][CH2:16][CH2:17][CH3:18])[CH:13]=[O:14])(=[O:10])=[O:9])=[CH:4][CH:3]=1.O[CH2:20][CH2:21][CH:22]=[CH2:23].C1(C)C=CC(S(O)(=O)=O)=CC=1. Product: [CH2:15]([C:12]([CH2:11][S:8]([C:5]1[CH:4]=[CH:3][C:2]([CH3:1])=[CH:7][CH:6]=1)(=[O:10])=[O:9])([CH2:20]/[CH:21]=[CH:22]/[CH3:23])[CH:13]=[O:14])[CH2:16][CH2:17][CH3:18]. The catalyst class is: 11. (2) Reactant: [CH2:1]([O:3][C:4](=[O:21])[C:5]([C:10](=[O:20])[C:11]1[CH:16]=[C:15]([F:17])[C:14]([Cl:18])=[CH:13][C:12]=1Cl)=[CH:6]OCC)[CH3:2].[F:22][C:23]1[CH:29]=[C:28]([F:30])[CH:27]=[CH:26][C:24]=1[NH2:25].[H-].[Na+]. The catalyst class is: 162. Product: [CH2:1]([O:3][C:4]([C:5]1[C:10](=[O:20])[C:11]2[C:12](=[CH:13][C:14]([Cl:18])=[C:15]([F:17])[CH:16]=2)[N:25]([C:24]2[CH:26]=[CH:27][C:28]([F:30])=[CH:29][C:23]=2[F:22])[CH:6]=1)=[O:21])[CH3:2]. (3) Reactant: [CH3:1][Si:2]([CH3:26])([CH3:25])[CH2:3][CH2:4][O:5][CH2:6][N:7]1[C:11]2[CH:12]=[N:13][N:14]([CH2:17][O:18][CH2:19][CH2:20][Si:21]([CH3:24])([CH3:23])[CH3:22])[C:15](=[O:16])[C:10]=2[CH:9]=[CH:8]1.C(=O)([O-])O.[Na+].S([O-])([O-])(=O)=O.[Mg+2].ClCCl.[I:41]Cl. Product: [I:41][C:9]1[C:10]2[C:15](=[O:16])[N:14]([CH2:17][O:18][CH2:19][CH2:20][Si:21]([CH3:24])([CH3:23])[CH3:22])[N:13]=[CH:12][C:11]=2[N:7]([CH2:6][O:5][CH2:4][CH2:3][Si:2]([CH3:26])([CH3:25])[CH3:1])[CH:8]=1. The catalyst class is: 192. (4) Reactant: [C:1](Cl)(=[O:8])[C:2]1[CH:7]=[CH:6][CH:5]=[N:4][CH:3]=1.[Br:10][C:11]([OH:14])([CH3:13])[CH3:12].C(N(CC)CC)C. Product: [C:1]([O:14][C:11]([Br:10])([CH3:13])[CH3:12])(=[O:8])[C:2]1[CH:7]=[CH:6][CH:5]=[N:4][CH:3]=1. The catalyst class is: 166. (5) Reactant: [NH2:1][CH2:2][C:3]1[CH:4]=[C:5]([CH:7]=[CH:8][CH:9]=1)[NH2:6].[F:10][C:11]([F:18])([F:17])[C:12](OCC)=[O:13]. Product: [NH2:6][C:5]1[CH:4]=[C:3]([CH:9]=[CH:8][CH:7]=1)[CH2:2][NH:1][C:12](=[O:13])[C:11]([F:18])([F:17])[F:10]. The catalyst class is: 5. (6) Product: [Cl:1][C:2]1[C:6]2[CH:7]=[CH:8][CH:9]=[CH:10][C:5]=2[O:4][C:3]=1[CH2:11][NH:14][CH3:13]. The catalyst class is: 5. Reactant: [Cl:1][C:2]1[C:6]2[CH:7]=[CH:8][CH:9]=[CH:10][C:5]=2[O:4][C:3]=1[CH:11]=O.[CH3:13][NH2:14].[BH4-].[Na+]. (7) Reactant: [NH2:1][CH2:2][C:3]1[CH:19]=[CH:18][C:6]([O:7][C:8]2[CH:17]=[CH:16][C:11]3[B:12]([OH:15])[O:13][CH2:14][C:10]=3[CH:9]=2)=[CH:5][CH:4]=1.CCN=C=NCCCN(C)C.C1C=CC2N(O)N=NC=2C=1.CCN(CC)CC.[C:48]([O:52][C:53]([NH:55][CH:56]([CH3:60])[C:57](O)=[O:58])=[O:54])([CH3:51])([CH3:50])[CH3:49]. Product: [C:48]([O:52][C:53](=[O:54])[NH:55][CH:56]([C:57](=[O:58])[NH:1][CH2:2][C:3]1[CH:19]=[CH:18][C:6]([O:7][C:8]2[CH:17]=[CH:16][C:11]3[B:12]([OH:15])[O:13][CH2:14][C:10]=3[CH:9]=2)=[CH:5][CH:4]=1)[CH3:60])([CH3:49])([CH3:50])[CH3:51]. The catalyst class is: 34. (8) Product: [CH3:11][N:7]1[CH2:6][CH2:5][CH2:4][CH2:3][CH2:2][C:1]1=[O:8]. The catalyst class is: 1. Reactant: [C:1]1(=[O:8])[NH:7][CH2:6][CH2:5][CH2:4][CH2:3][CH2:2]1.[H-].[Na+].[CH3:11]I.